This data is from Full USPTO retrosynthesis dataset with 1.9M reactions from patents (1976-2016). The task is: Predict the reactants needed to synthesize the given product. (1) Given the product [CH:31]1([O:30][CH2:29][CH2:28][O:11][C:8]2[CH:7]=[CH:6][C:5]([CH2:4][C:3]3[CH:12]=[C:13]([I:16])[CH:14]=[CH:15][C:2]=3[Cl:1])=[CH:10][CH:9]=2)[CH2:33][CH2:32]1, predict the reactants needed to synthesize it. The reactants are: [Cl:1][C:2]1[CH:15]=[CH:14][C:13]([I:16])=[CH:12][C:3]=1[CH2:4][C:5]1[CH:10]=[CH:9][C:8]([OH:11])=[CH:7][CH:6]=1.CC1C=CC(S(O[CH2:28][CH2:29][O:30][CH:31]2[CH2:33][CH2:32]2)(=O)=O)=CC=1.C(=O)([O-])[O-].[Cs+].[Cs+].C(=O)([O-])[O-].[K+].[K+]. (2) Given the product [CH2:1]([O:8][C:9]1[CH:10]=[CH:11][C:12]([C:15]2[CH:20]=[CH:19][N:18]=[C:17]([NH:21][C@H:22]([C:30]([OH:32])=[O:31])[CH2:23][C:24]3[CH:29]=[CH:28][CH:27]=[CH:26][CH:25]=3)[N:16]=2)=[CH:13][CH:14]=1)[C:2]1[CH:7]=[CH:6][CH:5]=[CH:4][CH:3]=1, predict the reactants needed to synthesize it. The reactants are: [CH2:1]([O:8][C:9]1[CH:14]=[CH:13][C:12]([C:15]2[CH:20]=[CH:19][N:18]=[C:17]([NH:21][C@H:22]([C:30]([O:32]C(C)(C)C)=[O:31])[CH2:23][C:24]3[CH:29]=[CH:28][CH:27]=[CH:26][CH:25]=3)[N:16]=2)=[CH:11][CH:10]=1)[C:2]1[CH:7]=[CH:6][CH:5]=[CH:4][CH:3]=1.[Li+].[OH-]. (3) Given the product [CH3:42][N:41]([CH3:43])[CH2:40][CH2:39][N:38]([CH2:36][CH3:37])[C:2]1[N:7]=[C:6]([C:8]2[CH:13]=[CH:12][CH:11]=[CH:10][CH:9]=2)[N:5]=[C:4]([C:14]([NH:16][C:17]2[CH:22]=[CH:21][CH:20]=[CH:19][C:18]=2[C:23]2[S:24][C:25]([CH2:28][CH2:29][CH3:30])=[N:26][N:27]=2)=[O:15])[CH:3]=1, predict the reactants needed to synthesize it. The reactants are: Cl[C:2]1[N:7]=[C:6]([C:8]2[CH:13]=[CH:12][CH:11]=[CH:10][CH:9]=2)[N:5]=[C:4]([C:14]([NH:16][C:17]2[CH:22]=[CH:21][CH:20]=[CH:19][C:18]=2[C:23]2[S:24][C:25]([CH2:28][CH2:29][CH3:30])=[N:26][N:27]=2)=[O:15])[CH:3]=1.C1COCC1.[CH2:36]([NH:38][CH2:39][CH2:40][N:41]([CH3:43])[CH3:42])[CH3:37]. (4) Given the product [NH2:8][C:9]1([C:14]([O:16][CH2:17][C:18]2[CH:23]=[CH:22][CH:21]=[CH:20][CH:19]=2)=[O:15])[CH2:13][CH2:12][O:11][CH2:10]1, predict the reactants needed to synthesize it. The reactants are: C(OC([NH:8][C:9]1([C:14]([O:16][CH2:17][C:18]2[CH:23]=[CH:22][CH:21]=[CH:20][CH:19]=2)=[O:15])[CH2:13][CH2:12][O:11][CH2:10]1)=O)(C)(C)C.C(O)(C(F)(F)F)=O. (5) Given the product [CH3:28][C:29]1[CH:38]=[CH:37][C:32]([CH2:33][NH:34][C:35]([NH:23][C:22]2[CH:21]=[CH:20][C:19]([O:18][C:17]3[CH:26]=[CH:27][C:14]([C:12]4[N:13]=[C:9]([CH2:8][O:1][C:2]5[CH:7]=[CH:6][CH:5]=[CH:4][CH:3]=5)[NH:10][CH:11]=4)=[CH:15][CH:16]=3)=[CH:25][CH:24]=2)=[O:36])=[CH:31][CH:30]=1, predict the reactants needed to synthesize it. The reactants are: [O:1]([CH2:8][C:9]1[NH:10][CH:11]=[C:12]([C:14]2[CH:27]=[CH:26][C:17]([O:18][C:19]3[CH:25]=[CH:24][C:22]([NH2:23])=[CH:21][CH:20]=3)=[CH:16][CH:15]=2)[N:13]=1)[C:2]1[CH:7]=[CH:6][CH:5]=[CH:4][CH:3]=1.[CH3:28][C:29]1[CH:38]=[CH:37][C:32]([CH2:33][N:34]=[C:35]=[O:36])=[CH:31][CH:30]=1.O.C(OCC)(=O)C. (6) The reactants are: [CH3:1][O:2][C:3]1[C:11]2[C:6](=[N:7][CH:8]=[C:9]([N+:12]([O-])=O)[CH:10]=2)[NH:5][N:4]=1.[H][H]. Given the product [CH3:1][O:2][C:3]1[C:11]2[C:6](=[N:7][CH:8]=[C:9]([NH2:12])[CH:10]=2)[NH:5][N:4]=1, predict the reactants needed to synthesize it. (7) Given the product [F:27][C:28]1[CH:29]=[CH:30][C:31]([CH:34]([C:49]2[CH:50]=[CH:51][C:52]([F:55])=[CH:53][CH:54]=2)[S:35][CH2:36][CH2:37][NH:39][CH2:40][CH2:41][CH2:42][C:43]2[CH:48]=[CH:47][CH:46]=[CH:45][CH:44]=2)=[CH:32][CH:33]=1, predict the reactants needed to synthesize it. The reactants are: C(SCCNCCCC1C=CC=CC=1)(C1C=CC=CC=1)C1C=CC=CC=1.[F:27][C:28]1[CH:33]=[CH:32][C:31]([CH:34]([C:49]2[CH:54]=[CH:53][C:52]([F:55])=[CH:51][CH:50]=2)[S:35][CH2:36][C:37]([NH:39][CH2:40][CH2:41][CH2:42][C:43]2[CH:48]=[CH:47][CH:46]=[CH:45][CH:44]=2)=O)=[CH:30][CH:29]=1.